This data is from Catalyst prediction with 721,799 reactions and 888 catalyst types from USPTO. The task is: Predict which catalyst facilitates the given reaction. (1) Reactant: [CH2:1]([N:5]1[C:9]([C@@H:10]([NH:15]N2CCC[C@@H]2COC)[CH2:11][CH2:12][CH2:13][CH3:14])=[CH:8][N:7]=[C:6]1[C:24]1[CH:29]=[CH:28][CH:27]=[CH:26][CH:25]=1)[CH2:2][CH2:3][CH3:4].B.C1COCC1.Cl. The catalyst class is: 1. Product: [CH2:1]([N:5]1[C:9]([C@H:10]([NH2:15])[CH2:11][CH2:12][CH2:13][CH3:14])=[CH:8][N:7]=[C:6]1[C:24]1[CH:25]=[CH:26][CH:27]=[CH:28][CH:29]=1)[CH2:2][CH2:3][CH3:4]. (2) Reactant: [N+:1]([C:4]1[CH:9]=[CH:8][C:7]([NH:10][C@@H:11]2[CH2:15][CH2:14][N:13]([C:16]([O:18][C:19]([CH3:22])([CH3:21])[CH3:20])=[O:17])[CH2:12]2)=[CH:6][CH:5]=1)([O-:3])=[O:2].[H-].[Na+].[CH3:25]I. Product: [CH3:25][N:10]([C:7]1[CH:8]=[CH:9][C:4]([N+:1]([O-:3])=[O:2])=[CH:5][CH:6]=1)[C@@H:11]1[CH2:15][CH2:14][N:13]([C:16]([O:18][C:19]([CH3:22])([CH3:21])[CH3:20])=[O:17])[CH2:12]1. The catalyst class is: 3. (3) Reactant: C[O:2][C:3]([C:5]1[CH:10]=[CH:9][C:8]([C@@H:11]2[CH2:16][O:15][CH2:14][CH2:13][N:12]2[C:17]([O:19][C:20]([CH3:23])([CH3:22])[CH3:21])=[O:18])=[CH:7][CH:6]=1)=O.[BH4-].[Li+].Cl. Product: [OH:2][CH2:3][C:5]1[CH:6]=[CH:7][C:8]([C@@H:11]2[CH2:16][O:15][CH2:14][CH2:13][N:12]2[C:17]([O:19][C:20]([CH3:23])([CH3:22])[CH3:21])=[O:18])=[CH:9][CH:10]=1. The catalyst class is: 49. (4) Reactant: Cl.[CH:2]([C:5]1[N:9]=[CH:8][N:7]([CH2:10]Cl)[N:6]=1)([CH3:4])[CH3:3].[F:12][C:13]([F:22])([F:21])[CH2:14][CH2:15][CH:16]([C:19]#[N:20])[C:17]#[N:18].C(=O)([O-])[O-].[K+].[K+].O. Product: [CH:2]([C:5]1[N:9]=[CH:8][N:7]([CH2:10][C:16]([CH2:15][CH2:14][C:13]([F:12])([F:21])[F:22])([C:17]#[N:18])[C:19]#[N:20])[N:6]=1)([CH3:4])[CH3:3]. The catalyst class is: 9.